Dataset: Forward reaction prediction with 1.9M reactions from USPTO patents (1976-2016). Task: Predict the product of the given reaction. (1) Given the reactants [F:1][C:2]([F:34])([F:33])[C:3]1[N:8]=[CH:7][C:6]([C@H:9]([NH:12][C:13]([C:15]2[C:16](Br)=[C:17]([C:24]([N:26]3[CH2:30][CH2:29][CH2:28][C@@H:27]3[CH3:31])=[O:25])[N:18]3[CH2:23][CH2:22][O:21][CH2:20][C:19]=23)=[O:14])[CH2:10][CH3:11])=[CH:5][CH:4]=1.[CH3:35][Sn](C)(C)C, predict the reaction product. The product is: [F:1][C:2]([F:34])([F:33])[C:3]1[N:8]=[CH:7][C:6]([C@H:9]([NH:12][C:13]([C:15]2[C:16]([CH3:35])=[C:17]([C:24]([N:26]3[CH2:30][CH2:29][CH2:28][C@@H:27]3[CH3:31])=[O:25])[N:18]3[CH2:23][CH2:22][O:21][CH2:20][C:19]=23)=[O:14])[CH2:10][CH3:11])=[CH:5][CH:4]=1. (2) Given the reactants C([N:19](CC)[C:18](=[O:20])[C:14]1[CH:15]=[CH:16][C:17](C(=C2CCNCC2)[C:12]2[CH:17]=[CH:16][CH:15]=[C:14]([C:18](=[O:20])[NH2:19])[CH:13]=2)=[CH:12][CH:13]=1)C.S1C=CC=C1C=O.C(O)(=O)C, predict the reaction product. The product is: [C:18]([NH2:19])(=[O:20])[C:14]1[CH:15]=[CH:16][CH:17]=[CH:12][CH:13]=1. (3) Given the reactants [NH2:1][C:2]1[O:6][N:5]=[C:4]([C:7]2[CH:12]=[CH:11][CH:10]=[C:9]([O:13][C:14]([F:17])([F:16])[F:15])[CH:8]=2)[C:3]=1[C:18]([OH:20])=O.Cl.C(N=C=NCCCN(C)C)C.[CH3:33][O:34][C:35]1[CH:36]=[C:37]([N:41]2[CH2:46][CH2:45][NH:44][CH2:43][CH2:42]2)[CH:38]=[CH:39][CH:40]=1, predict the reaction product. The product is: [NH2:1][C:2]1[O:6][N:5]=[C:4]([C:7]2[CH:12]=[CH:11][CH:10]=[C:9]([O:13][C:14]([F:15])([F:16])[F:17])[CH:8]=2)[C:3]=1[C:18]([N:44]1[CH2:43][CH2:42][N:41]([C:37]2[CH:38]=[CH:39][CH:40]=[C:35]([O:34][CH3:33])[CH:36]=2)[CH2:46][CH2:45]1)=[O:20]. (4) Given the reactants [OH:1][C:2]1[CH:3]=[N:4][C:5]([CH3:8])=[CH:6][CH:7]=1.[Cl:9]N1C(=O)CCC1=O.S(OS([O-])=O)([O-])=O.[Na+].[Na+].C[O-].[Na+].Cl, predict the reaction product. The product is: [Cl:9][C:3]1[C:2]([OH:1])=[CH:7][CH:6]=[C:5]([CH3:8])[N:4]=1. (5) The product is: [CH2:37]([NH:41][C:28](=[O:27])/[C:9](/[P:4]([O:3][CH2:1][CH3:2])([O:6][CH2:7][CH3:8])=[O:5])=[CH:10]\[CH3:11])[CH:38]([CH3:40])[CH3:39]. Given the reactants [CH2:1]([O:3][P:4]([CH2:9]/[CH:10]=[CH:11]/C(O)=O)([O:6][CH2:7][CH3:8])=[O:5])[CH3:2].Cl.C(N=C=NCCCN(C)C)C.[OH:27][C:28]1C2N=NNC=2C=CC=1.[CH2:37]([NH2:41])[CH:38]([CH3:40])[CH3:39].C(=O)([O-])[O-].[Na+].[Na+], predict the reaction product. (6) Given the reactants O.[NH2:2][NH2:3].C[O:5][C:6]([C:8]([NH:10][C:11]1[CH:16]=[CH:15][C:14]([C@H:17]2[CH2:22][CH2:21][C@H:20]([CH2:23][C:24]([O:26][CH3:27])=[O:25])[CH2:19][CH2:18]2)=[CH:13][C:12]=1[N+:28]([O-:30])=[O:29])=[O:9])=O, predict the reaction product. The product is: [NH:2]([C:6](=[O:5])[C:8]([NH:10][C:11]1[CH:16]=[CH:15][C:14]([C@H:17]2[CH2:22][CH2:21][C@H:20]([CH2:23][C:24]([O:26][CH3:27])=[O:25])[CH2:19][CH2:18]2)=[CH:13][C:12]=1[N+:28]([O-:30])=[O:29])=[O:9])[NH2:3].